Task: Predict the product of the given reaction.. Dataset: Forward reaction prediction with 1.9M reactions from USPTO patents (1976-2016) (1) Given the reactants [CH3:1][C:2]1([CH3:21])[CH:6]([C:7]2[CH:12]=[CH:11][CH:10]=[CH:9][CH:8]=2)[C:5]2[C:13]([CH3:20])=[C:14]([NH2:19])[C:15]([CH3:18])=[C:16]([CH3:17])[C:4]=2[O:3]1.Cl[CH2:23][C:24]1[CH:29]=[C:28]([O:30][CH3:31])[C:27]([O:32][CH3:33])=[CH:26][C:25]=1[CH2:34]Cl.C(=O)([O-])[O-].[Na+].[Na+], predict the reaction product. The product is: [CH3:33][O:32][C:27]1[CH:26]=[C:25]2[C:24](=[CH:29][C:28]=1[O:30][CH3:31])[CH2:23][N:19]([C:14]1[C:15]([CH3:18])=[C:16]([CH3:17])[C:4]3[O:3][C:2]([CH3:21])([CH3:1])[CH:6]([C:7]4[CH:8]=[CH:9][CH:10]=[CH:11][CH:12]=4)[C:5]=3[C:13]=1[CH3:20])[CH2:34]2. (2) Given the reactants [Cl:1][C:2]1[CH:7]=[C:6]([F:8])[C:5]([N+:9]([O-:11])=[O:10])=[CH:4][C:3]=1[CH2:12][C:13]([OH:15])=[O:14].S(Cl)(Cl)(=O)=O.[CH3:21][CH2:22]O, predict the reaction product. The product is: [Cl:1][C:2]1[CH:7]=[C:6]([F:8])[C:5]([N+:9]([O-:11])=[O:10])=[CH:4][C:3]=1[CH2:12][C:13]([O:15][CH2:21][CH3:22])=[O:14]. (3) The product is: [ClH:1].[Cl:48][C:6]1[CH:5]=[N+:4]([O-:49])[CH:3]=[C:2]([Cl:1])[C:7]=1[CH2:8][C@@H:9]([C:33]1[CH:38]=[CH:37][C:36]([O:39][CH:40]([F:41])[F:42])=[C:35]([O:43][CH2:44][CH:45]2[CH2:46][CH2:47]2)[CH:34]=1)[O:10][C:11](=[O:32])[C:12]1[CH:17]=[CH:16][C:15]([OH:18])=[C:14]([N:19]([CH2:24][CH2:25][N:26]2[CH2:27][CH2:28][O:29][CH2:30][CH2:31]2)[S:20]([CH3:23])(=[O:21])=[O:22])[CH:13]=1. Given the reactants [Cl:1][C:2]1[CH:3]=[N+:4]([O-:49])[CH:5]=[C:6]([Cl:48])[C:7]=1[CH2:8][C@@H:9]([C:33]1[CH:38]=[CH:37][C:36]([O:39][CH:40]([F:42])[F:41])=[C:35]([O:43][CH2:44][CH:45]2[CH2:47][CH2:46]2)[CH:34]=1)[O:10][C:11](=[O:32])[C:12]1[CH:17]=[CH:16][C:15]([OH:18])=[C:14]([N:19]([CH2:24][CH2:25][N:26]2[CH2:31][CH2:30][O:29][CH2:28][CH2:27]2)[S:20]([CH3:23])(=[O:22])=[O:21])[CH:13]=1.Cl.CCOCC.CCOCC, predict the reaction product. (4) Given the reactants [Cl:1][C:2]1[C:6]([Cl:7])=[C:5]([CH3:8])[NH:4][C:3]=1[C:9]([OH:11])=O.O=S(Cl)[Cl:14], predict the reaction product. The product is: [Cl:1][C:2]1[C:6]([Cl:7])=[C:5]([CH3:8])[NH:4][C:3]=1[C:9]([Cl:14])=[O:11]. (5) Given the reactants [CH2:1]([O:3][C:4]([C:6]1[N:7]([C:27]2[CH:32]=[CH:31][C:30]([O:33][CH:34]([CH3:36])[CH3:35])=[CH:29][CH:28]=2)[C:8]2[C:13]([C:14]=1Br)=[CH:12][C:11]([O:16][C:17]1[CH:22]=[CH:21][C:20]([C:23]([F:26])([F:25])[F:24])=[CH:19][CH:18]=1)=[CH:10][CH:9]=2)=[O:5])[CH3:2].[C:37]([NH2:45])(=[O:44])[C:38]1[CH:43]=[CH:42][CH:41]=[N:40][CH:39]=1.[O-]P([O-])([O-])=O.[K+].[K+].[K+].CNCCNC, predict the reaction product. The product is: [CH2:1]([O:3][C:4]([C:6]1[N:7]([C:27]2[CH:32]=[CH:31][C:30]([O:33][CH:34]([CH3:36])[CH3:35])=[CH:29][CH:28]=2)[C:8]2[C:13]([C:14]=1[NH:45][C:37]([C:38]1[CH:39]=[N:40][CH:41]=[CH:42][CH:43]=1)=[O:44])=[CH:12][C:11]([O:16][C:17]1[CH:22]=[CH:21][C:20]([C:23]([F:26])([F:25])[F:24])=[CH:19][CH:18]=1)=[CH:10][CH:9]=2)=[O:5])[CH3:2]. (6) Given the reactants [C:1]([O:5][C:6]([N:8]1[CH2:31][CH2:30][N:11]2[C:12](=[O:29])[C:13]3[C:18]([C@@H:10]2[CH2:9]1)=[CH:17][C:16]([C:19]#[C:20][Si](C)(C)C)=[CH:15][C:14]=3[C:25]([F:28])([F:27])[F:26])=[O:7])([CH3:4])([CH3:3])[CH3:2].C([Sn](CCCC)(CCCC)C1OC=CC=1)CCC.C(=O)([O-])[O-].[K+].[K+], predict the reaction product. The product is: [C:1]([O:5][C:6]([N:8]1[CH2:31][CH2:30][N:11]2[C:12](=[O:29])[C:13]3[C:18]([C@@H:10]2[CH2:9]1)=[CH:17][C:16]([C:19]#[CH:20])=[CH:15][C:14]=3[C:25]([F:27])([F:28])[F:26])=[O:7])([CH3:4])([CH3:2])[CH3:3]. (7) Given the reactants [NH2:1][CH2:2][CH:3]([C:5]1[CH:10]=[CH:9][CH:8]=[CH:7][CH:6]=1)[OH:4].C(N(CC)CC)C.[C:18](O[C:18]([O:20][C:21]([CH3:24])([CH3:23])[CH3:22])=[O:19])([O:20][C:21]([CH3:24])([CH3:23])[CH3:22])=[O:19].[Cl-].[NH4+], predict the reaction product. The product is: [OH:4][CH:3]([C:5]1[CH:10]=[CH:9][CH:8]=[CH:7][CH:6]=1)[CH2:2][NH:1][C:18](=[O:19])[O:20][C:21]([CH3:24])([CH3:23])[CH3:22].